This data is from Peptide-MHC class I binding affinity with 185,985 pairs from IEDB/IMGT. The task is: Regression. Given a peptide amino acid sequence and an MHC pseudo amino acid sequence, predict their binding affinity value. This is MHC class I binding data. (1) The peptide sequence is RLRQDTEDIV. The MHC is HLA-A02:03 with pseudo-sequence HLA-A02:03. The binding affinity (normalized) is 0.478. (2) The MHC is HLA-B15:17 with pseudo-sequence HLA-B15:17. The peptide sequence is AVRQFRASV. The binding affinity (normalized) is 0.0847. (3) The peptide sequence is DLSRHSWDL. The binding affinity (normalized) is 0.0847. The MHC is HLA-B40:01 with pseudo-sequence HLA-B40:01. (4) The binding affinity (normalized) is 0.0847. The MHC is HLA-A02:11 with pseudo-sequence HLA-A02:11. The peptide sequence is DEYGPVFVE.